From a dataset of Forward reaction prediction with 1.9M reactions from USPTO patents (1976-2016). Predict the product of the given reaction. (1) Given the reactants [CH3:1][C:2]1[C:3]([N:11]2[CH2:16][CH2:15][O:14][CH2:13][CH2:12]2)=[N:4][CH:5]=[C:6]([N+:8]([O-])=O)[CH:7]=1.Cl.CO.[H][H], predict the reaction product. The product is: [CH3:1][C:2]1[CH:7]=[C:6]([NH2:8])[CH:5]=[N:4][C:3]=1[N:11]1[CH2:12][CH2:13][O:14][CH2:15][CH2:16]1. (2) Given the reactants Cl[C:2]1[CH:11]=[CH:10][N:9]=[C:8]2[C:3]=1[CH:4]=[CH:5][C:6]([CH2:12][CH:13]([CH3:15])[CH3:14])=[N:7]2.[NH2:16][C:17]1[CH:22]=[C:21]([CH3:23])[CH:20]=[CH:19][C:18]=1[S:24][C:25]1[CH:30]=[CH:29][C:28]([OH:31])=[CH:27][CH:26]=1, predict the reaction product. The product is: [CH2:12]([C:6]1[N:7]=[C:8]2[C:3]([C:2]([NH:16][C:17]3[CH:22]=[C:21]([CH3:23])[CH:20]=[CH:19][C:18]=3[S:24][C:25]3[CH:30]=[CH:29][C:28]([OH:31])=[CH:27][CH:26]=3)=[CH:11][CH:10]=[N:9]2)=[CH:4][CH:5]=1)[CH:13]([CH3:15])[CH3:14]. (3) Given the reactants [CH2:1]([N:8]([C@H:16]1[CH2:21][CH2:20][C@H:19]([NH:22][C:23]2[CH:32]=[CH:31][CH:30]=[C:29]3[C:24]=2[C:25]([CH:34]=[CH2:35])=[CH:26][N:27]=[C:28]3[Cl:33])[CH2:18][CH2:17]1)[C:9](=[O:15])[O:10][C:11]([CH3:14])([CH3:13])[CH3:12])[C:2]1[CH:7]=[CH:6][CH:5]=[CH:4][CH:3]=1.C(N(C1CCC(NC2C=CC=C3C=2C(C=C)=CN=C3)CC1)C(=O)OC(C)(C)C)C1C=CC=CC=1, predict the reaction product. The product is: [CH2:1]([N:8]([C@H:16]1[CH2:21][CH2:20][C@H:19]([N:22]2[C:23]3=[C:24]4[C:29](=[CH:30][CH:31]=[CH:32]3)[C:28]([Cl:33])=[N:27][CH:26]=[C:25]4[CH2:34][CH2:35]2)[CH2:18][CH2:17]1)[C:9](=[O:15])[O:10][C:11]([CH3:14])([CH3:13])[CH3:12])[C:2]1[CH:7]=[CH:6][CH:5]=[CH:4][CH:3]=1. (4) Given the reactants [S:1]([O:8]S(C(F)(F)F)(=O)=O)([C:4]([F:7])([F:6])[F:5])(=[O:3])=[O:2].[OH:16][C:17]1[CH:24]=[C:23](O)[CH:22]=[CH:21][C:18]=1[CH:19]=[O:20].N1C=CC=CC=1, predict the reaction product. The product is: [CH:19]([C:18]1[CH:21]=[CH:22][C:23]([O:8][S:1]([C:4]([F:7])([F:6])[F:5])(=[O:3])=[O:2])=[CH:24][C:17]=1[OH:16])=[O:20]. (5) Given the reactants [OH:1][CH:2]1[CH2:7][CH2:6][N:5]([C:8]([N:10]2[CH2:15][CH:14]([C:16]3[CH:21]=[CH:20][CH:19]=[C:18]([C:22]([F:25])([F:24])[F:23])[CH:17]=3)[CH2:13][CH:12]([C:26](O)=[O:27])[CH2:11]2)=[O:9])[CH2:4][CH2:3]1.O[N:30]=[C:31]([NH2:33])[CH3:32], predict the reaction product. The product is: [OH:1][CH:2]1[CH2:7][CH2:6][N:5]([C:8]([N:10]2[CH2:15][CH:14]([C:16]3[CH:21]=[CH:20][CH:19]=[C:18]([C:22]([F:24])([F:25])[F:23])[CH:17]=3)[CH2:13][CH:12]([C:26]3[O:27][N:33]=[C:31]([CH3:32])[N:30]=3)[CH2:11]2)=[O:9])[CH2:4][CH2:3]1. (6) Given the reactants [NH2:1][C:2]1[CH:7]=[CH:6][C:5]([Cl:8])=[CH:4][C:3]=1[C:9]([C:11]1[CH:16]=[CH:15][N:14]=[CH:13][N:12]=1)=[O:10].[C:17]([C:21]1[CH:26]=[CH:25][C:24]([S:27](Cl)(=[O:29])=[O:28])=[CH:23][CH:22]=1)([CH3:20])([CH3:19])[CH3:18], predict the reaction product. The product is: [C:17]([C:21]1[CH:26]=[CH:25][C:24]([S:27]([NH:1][C:2]2[CH:7]=[CH:6][C:5]([Cl:8])=[CH:4][C:3]=2[C:9]([C:11]2[CH:16]=[CH:15][N:14]=[CH:13][N:12]=2)=[O:10])(=[O:29])=[O:28])=[CH:23][CH:22]=1)([CH3:20])([CH3:18])[CH3:19]. (7) Given the reactants Cl.[F:2][C:3]1[CH:4]=[N:5][C:6]([C@@H:9]([NH2:11])[CH3:10])=[N:7][CH:8]=1.[Cl:12][C:13]1[N:18]=[C:17](Cl)[N:16]=[C:15]([NH:20][C:21]2[N:22]=[CH:23][N:24]([CH2:26][CH3:27])[CH:25]=2)[N:14]=1, predict the reaction product. The product is: [Cl:12][C:13]1[N:14]=[C:15]([NH:20][C:21]2[N:22]=[CH:23][N:24]([CH2:26][CH3:27])[CH:25]=2)[N:16]=[C:17]([NH:11][C@H:9]([C:6]2[N:7]=[CH:8][C:3]([F:2])=[CH:4][N:5]=2)[CH3:10])[N:18]=1. (8) Given the reactants C(=O)([O-])[O-].[K+].[K+].[CH2:7]([N:9]1[CH2:14][CH2:13][NH:12][CH2:11][CH2:10]1)[CH3:8].[CH2:15]([O:22][C:23]1[CH:50]=[CH:49][C:48]([O:51][CH2:52][CH2:53]Br)=[CH:47][C:24]=1[C:25]([NH:27][C:28]1[CH:40]=[C:39]([C:41]2[CH:46]=[CH:45][CH:44]=[CH:43][CH:42]=2)[CH:38]=[CH:37][C:29]=1[C:30]([O:32][C:33]([CH3:36])([CH3:35])[CH3:34])=[O:31])=[O:26])[C:16]1[CH:21]=[CH:20][CH:19]=[CH:18][CH:17]=1, predict the reaction product. The product is: [CH2:15]([O:22][C:23]1[CH:50]=[CH:49][C:48]([O:51][CH2:52][CH2:53][N:12]2[CH2:13][CH2:14][N:9]([CH2:7][CH3:8])[CH2:10][CH2:11]2)=[CH:47][C:24]=1[C:25]([NH:27][C:28]1[CH:40]=[C:39]([C:41]2[CH:46]=[CH:45][CH:44]=[CH:43][CH:42]=2)[CH:38]=[CH:37][C:29]=1[C:30]([O:32][C:33]([CH3:36])([CH3:35])[CH3:34])=[O:31])=[O:26])[C:16]1[CH:21]=[CH:20][CH:19]=[CH:18][CH:17]=1.